This data is from NCI-60 drug combinations with 297,098 pairs across 59 cell lines. The task is: Regression. Given two drug SMILES strings and cell line genomic features, predict the synergy score measuring deviation from expected non-interaction effect. (1) Drug 1: C1CCC(C1)C(CC#N)N2C=C(C=N2)C3=C4C=CNC4=NC=N3. Synergy scores: CSS=12.6, Synergy_ZIP=-4.07, Synergy_Bliss=2.70, Synergy_Loewe=-7.64, Synergy_HSA=4.04. Drug 2: C1=CN(C=N1)CC(O)(P(=O)(O)O)P(=O)(O)O. Cell line: IGROV1. (2) Drug 1: CC1=C2C(C(=O)C3(C(CC4C(C3C(C(C2(C)C)(CC1OC(=O)C(C(C5=CC=CC=C5)NC(=O)OC(C)(C)C)O)O)OC(=O)C6=CC=CC=C6)(CO4)OC(=O)C)O)C)O. Drug 2: CN1C2=C(C=C(C=C2)N(CCCl)CCCl)N=C1CCCC(=O)O.Cl. Cell line: SK-MEL-28. Synergy scores: CSS=2.38, Synergy_ZIP=0.428, Synergy_Bliss=4.13, Synergy_Loewe=4.35, Synergy_HSA=1.63. (3) Drug 1: CC1OCC2C(O1)C(C(C(O2)OC3C4COC(=O)C4C(C5=CC6=C(C=C35)OCO6)C7=CC(=C(C(=C7)OC)O)OC)O)O. Drug 2: C1=NC(=NC(=O)N1C2C(C(C(O2)CO)O)O)N. Cell line: MDA-MB-435. Synergy scores: CSS=14.6, Synergy_ZIP=4.83, Synergy_Bliss=6.26, Synergy_Loewe=0.395, Synergy_HSA=1.74. (4) Cell line: SF-268. Drug 1: C1=CN(C=N1)CC(O)(P(=O)(O)O)P(=O)(O)O. Drug 2: C(=O)(N)NO. Synergy scores: CSS=2.78, Synergy_ZIP=-0.540, Synergy_Bliss=0.603, Synergy_Loewe=2.38, Synergy_HSA=0.972. (5) Drug 1: C1CN1C2=NC(=NC(=N2)N3CC3)N4CC4. Drug 2: C1CCC(CC1)NC(=O)N(CCCl)N=O. Cell line: HOP-92. Synergy scores: CSS=20.3, Synergy_ZIP=-11.1, Synergy_Bliss=-3.98, Synergy_Loewe=-0.206, Synergy_HSA=0.911. (6) Drug 1: CC12CCC3C(C1CCC2O)C(CC4=C3C=CC(=C4)O)CCCCCCCCCS(=O)CCCC(C(F)(F)F)(F)F. Drug 2: C1CN(P(=O)(OC1)NCCCl)CCCl. Cell line: HCT116. Synergy scores: CSS=-2.83, Synergy_ZIP=3.25, Synergy_Bliss=5.01, Synergy_Loewe=-1.22, Synergy_HSA=-1.29. (7) Drug 1: CC1CCC2CC(C(=CC=CC=CC(CC(C(=O)C(C(C(=CC(C(=O)CC(OC(=O)C3CCCCN3C(=O)C(=O)C1(O2)O)C(C)CC4CCC(C(C4)OC)OCCO)C)C)O)OC)C)C)C)OC. Drug 2: C(=O)(N)NO. Cell line: LOX IMVI. Synergy scores: CSS=3.99, Synergy_ZIP=-5.67, Synergy_Bliss=1.19, Synergy_Loewe=-23.3, Synergy_HSA=-1.49. (8) Drug 1: CCCS(=O)(=O)NC1=C(C(=C(C=C1)F)C(=O)C2=CNC3=C2C=C(C=N3)C4=CC=C(C=C4)Cl)F. Drug 2: CN1CCC(CC1)COC2=C(C=C3C(=C2)N=CN=C3NC4=C(C=C(C=C4)Br)F)OC. Cell line: UACC-257. Synergy scores: CSS=47.8, Synergy_ZIP=6.52, Synergy_Bliss=7.03, Synergy_Loewe=-3.93, Synergy_HSA=7.47.